Dataset: CYP3A4 inhibition data for predicting drug metabolism from PubChem BioAssay. Task: Regression/Classification. Given a drug SMILES string, predict its absorption, distribution, metabolism, or excretion properties. Task type varies by dataset: regression for continuous measurements (e.g., permeability, clearance, half-life) or binary classification for categorical outcomes (e.g., BBB penetration, CYP inhibition). Dataset: cyp3a4_veith. (1) The molecule is C/C(=N\NC(=O)Cc1ccccc1)c1cccs1. The result is 0 (non-inhibitor). (2) The molecule is O=C(CCCN1C(=O)c2cccc3cccc(c23)C1=O)N1CCc2ccccc2C1. The result is 1 (inhibitor). (3) The molecule is COc1ccc(NC(=O)CC#N)cc1OC. The result is 0 (non-inhibitor). (4) The drug is Cc1cnc(C(=O)NCCc2ccc(S(=O)(=O)NC(=O)NC3CCCCC3)cc2)cn1. The result is 0 (non-inhibitor). (5) The drug is Cc1cc2nc3c(=O)[nH]c(=O)nc-3n(C[C@@H](O)[C@@H](O)[C@@H](O)CO)c2cc1C. The result is 0 (non-inhibitor).